From a dataset of Full USPTO retrosynthesis dataset with 1.9M reactions from patents (1976-2016). Predict the reactants needed to synthesize the given product. (1) The reactants are: N([O-])=O.[Na+].N[C:6]1[N:11]=[C:10]([NH:12][S:13]([C:16]2[CH:21]=[CH:20][CH:19]=[C:18]([Cl:22])[C:17]=2[Cl:23])(=[O:15])=[O:14])[C:9]([O:24][CH3:25])=[N:8][C:7]=1[Br:26].O.N1C=CC=CC=1.[FH:34]. Given the product [Br:26][C:7]1[N:8]=[C:9]([O:24][CH3:25])[C:10]([NH:12][S:13]([C:16]2[CH:21]=[CH:20][CH:19]=[C:18]([Cl:22])[C:17]=2[Cl:23])(=[O:15])=[O:14])=[N:11][C:6]=1[F:34], predict the reactants needed to synthesize it. (2) Given the product [CH:21]([C:17]1[CH:16]=[C:15]([NH:14][C:5]2[C:4]3[C:9](=[CH:10][N:11]=[C:2]([NH:32][CH2:31][CH2:30][N:24]4[CH2:29][CH2:28][O:27][CH2:26][CH2:25]4)[CH:3]=3)[N:8]=[CH:7][C:6]=2[C:12]#[N:13])[CH:20]=[CH:19][CH:18]=1)([CH3:23])[CH3:22], predict the reactants needed to synthesize it. The reactants are: F[C:2]1[CH:3]=[C:4]2[C:9](=[CH:10][N:11]=1)[N:8]=[CH:7][C:6]([C:12]#[N:13])=[C:5]2[NH:14][C:15]1[CH:20]=[CH:19][CH:18]=[C:17]([CH:21]([CH3:23])[CH3:22])[CH:16]=1.[N:24]1([CH2:30][CH2:31][NH2:32])[CH2:29][CH2:28][O:27][CH2:26][CH2:25]1. (3) Given the product [CH3:1][S:2]([O:18][C@@H:15]1[CH2:16][CH2:17][C@H:13]([NH:12][C:11]([O:10][C:6]([CH3:9])([CH3:7])[CH3:8])=[O:19])[CH2:14]1)(=[O:4])=[O:3], predict the reactants needed to synthesize it. The reactants are: [CH3:1][S:2](Cl)(=[O:4])=[O:3].[C:6]([O:10][C:11](=[O:19])[NH:12][C@H:13]1[CH2:17][CH2:16][C@@H:15]([OH:18])[CH2:14]1)([CH3:9])([CH3:8])[CH3:7].N1C(C)=CC=CC=1C. (4) Given the product [Cl:27][C:24]1[CH:25]=[CH:26][C:11]([NH:10][C:38]([C:31]2[C:32]3[C:37](=[CH:36][CH:35]=[CH:34][CH:33]=3)[N:28]=[N:29][CH:30]=2)=[O:39])=[C:12]([C:13]([NH:15][CH2:16][CH:17]2[CH2:22][CH2:21][CH2:20][CH2:19][CH2:18]2)=[O:14])[CH:23]=1, predict the reactants needed to synthesize it. The reactants are: C(N(C(C)C)CC)(C)C.[NH2:10][C:11]1[CH:26]=[CH:25][C:24]([Cl:27])=[CH:23][C:12]=1[C:13]([NH:15][CH2:16][CH:17]1[CH2:22][CH2:21][CH2:20][CH2:19][CH2:18]1)=[O:14].[N:28]1[C:37]2[C:32](=[CH:33][CH:34]=[CH:35][CH:36]=2)[C:31]([C:38](O)=[O:39])=[CH:30][N:29]=1.CN(C(ON1N=NC2C=CC=NC1=2)=[N+](C)C)C.F[P-](F)(F)(F)(F)F. (5) Given the product [CH3:30][N:27]1[CH2:26][CH2:25][N:24]([C:21]2[CH:22]=[CH:23][C:18]([C:17]3[N:12]4[N:11]=[C:10]([C:36]5[CH:41]=[CH:40][N:39]=[CH:38][CH:37]=5)[C:9]([C:5]5[CH:4]=[C:3]([OH:2])[CH:8]=[CH:7][CH:6]=5)=[C:13]4[N:14]=[N:15][CH:16]=3)=[CH:19][CH:20]=2)[CH2:29][CH2:28]1, predict the reactants needed to synthesize it. The reactants are: C[O:2][C:3]1[CH:4]=[C:5]([C:9]2[C:10]([C:36]3[CH:41]=[CH:40][N:39]=[CH:38][CH:37]=3)=[N:11][N:12]3[C:17]([C:18]4[CH:23]=[CH:22][C:21]([N:24]5[CH2:29][CH2:28][N:27]([CH3:30])[CH2:26][CH2:25]5)=[CH:20][CH:19]=4)=[C:16](C(OCC)=O)[N:15]=[N:14][C:13]=23)[CH:6]=[CH:7][CH:8]=1. (6) The reactants are: [CH3:1][O:2][C:3](=[O:115])[C@@H:4]([NH:62][C:63](=[O:114])[CH2:64][O:65][CH2:66][CH2:67][O:68][CH2:69][CH2:70][O:71][CH2:72][CH2:73][NH:74][C:75](=[O:113])[C@@H:76]([NH:97][C:98](=[O:112])[CH2:99][O:100][CH2:101][CH2:102][O:103][CH2:104][CH2:105][O:106][CH2:107][CH2:108][N:109]=[N+]=[N-])[CH2:77][CH2:78][CH2:79][CH2:80][NH:81][C:82](=[O:96])[CH2:83][O:84][CH2:85][CH2:86][O:87][CH2:88][CH2:89][O:90][CH2:91][CH2:92][N:93]=[N+]=[N-])[CH2:5][CH2:6][CH2:7][CH2:8][NH:9][C:10](=[O:61])[CH2:11][O:12][CH2:13][CH2:14][O:15][CH2:16][CH2:17][O:18][CH2:19][CH2:20][NH:21][C:22](=[O:60])[C@@H:23]([NH:44][C:45](=[O:59])[CH2:46][O:47][CH2:48][CH2:49][O:50][CH2:51][CH2:52][O:53][CH2:54][CH2:55][N:56]=[N+]=[N-])[CH2:24][CH2:25][CH2:26][CH2:27][NH:28][C:29](=[O:43])[CH2:30][O:31][CH2:32][CH2:33][O:34][CH2:35][CH2:36][O:37][CH2:38][CH2:39][N:40]=[N+]=[N-].[C:124](O[C:124]([O:126][C:127]([CH3:130])([CH3:129])[CH3:128])=[O:125])([O:126][C:127]([CH3:130])([CH3:129])[CH3:128])=[O:125]. Given the product [CH3:1][O:2][C:3](=[O:115])[C@@H:4]([NH:62][C:63](=[O:114])[CH2:64][O:65][CH2:66][CH2:67][O:68][CH2:69][CH2:70][O:71][CH2:72][CH2:73][NH:74][C:75](=[O:113])[C@@H:76]([NH:97][C:98](=[O:112])[CH2:99][O:100][CH2:101][CH2:102][O:103][CH2:104][CH2:105][O:106][CH2:107][CH2:108][NH:109][C:124]([O:126][C:127]([CH3:128])([CH3:129])[CH3:130])=[O:125])[CH2:77][CH2:78][CH2:79][CH2:80][NH:81][C:82](=[O:96])[CH2:83][O:84][CH2:85][CH2:86][O:87][CH2:88][CH2:89][O:90][CH2:91][CH2:92][NH:93][C:124]([O:126][C:127]([CH3:130])([CH3:129])[CH3:128])=[O:125])[CH2:5][CH2:6][CH2:7][CH2:8][NH:9][C:10](=[O:61])[CH2:11][O:12][CH2:13][CH2:14][O:15][CH2:16][CH2:17][O:18][CH2:19][CH2:20][NH:21][C:22](=[O:60])[C@@H:23]([NH:44][C:45](=[O:59])[CH2:46][O:47][CH2:48][CH2:49][O:50][CH2:51][CH2:52][O:53][CH2:54][CH2:55][NH:56][C:124]([O:126][C:127]([CH3:128])([CH3:129])[CH3:130])=[O:125])[CH2:24][CH2:25][CH2:26][CH2:27][NH:28][C:29](=[O:43])[CH2:30][O:31][CH2:32][CH2:33][O:34][CH2:35][CH2:36][O:37][CH2:38][CH2:39][NH:40][C:124]([O:126][C:127]([CH3:130])([CH3:129])[CH3:128])=[O:125], predict the reactants needed to synthesize it. (7) Given the product [CH:13]1([N:19]2[C:23]([CH2:24][CH2:25][CH2:26][CH2:27][O:1][C:2]3[CH:3]=[C:4]4[C:9](=[CH:10][CH:11]=3)[NH:8][C:7](=[O:12])[CH2:6][CH2:5]4)=[N:22][N:21]=[N:20]2)[CH2:14][CH2:15][CH2:16][CH2:17][CH2:18]1, predict the reactants needed to synthesize it. The reactants are: [OH:1][C:2]1[CH:3]=[C:4]2[C:9](=[CH:10][CH:11]=1)[NH:8][C:7](=[O:12])[CH2:6][CH2:5]2.[CH:13]1([N:19]2[C:23]([CH2:24][CH2:25][CH2:26][CH2:27]Cl)=[N:22][N:21]=[N:20]2)[CH2:18][CH2:17][CH2:16][CH2:15][CH2:14]1.C(=O)([O-])[O-].[K+].[K+].C1(C)C=CC=CC=1. (8) Given the product [N:44]1[CH:49]=[CH:48][C:47]([N:50]2[CH2:51][CH2:52][N:53]([CH2:28][CH2:26][NH:7][C:8]([C:10]3[C:14]([Br:15])=[C:13]([NH:16][C:17](=[O:25])[C:18]4[CH:23]=[CH:22][CH:21]=[CH:20][C:19]=4[Cl:24])[N:12]([CH3:3])[N:11]=3)=[O:9])[CH2:54][CH2:55]2)=[CH:46][CH:45]=1, predict the reactants needed to synthesize it. The reactants are: N1C=C[CH:3]=N1.C[N:7]([C@@H:26]([C:28]1C=CC=CC=1)C)[C:8]([C:10]1[C:14]([Br:15])=[C:13]([NH:16][C:17](=[O:25])[C:18]2[CH:23]=[CH:22][CH:21]=[CH:20][C:19]=2[Cl:24])[NH:12][N:11]=1)=[O:9].ClC1C=CC=CC=1C(Cl)=O.[N:44]1[CH:49]=[CH:48][C:47]([N:50]2[CH2:55][CH2:54][N:53](CCN)[CH2:52][CH2:51]2)=[CH:46][CH:45]=1. (9) Given the product [CH3:1][O:2][C:3]1[CH:4]=[C:5]2[C:10](=[CH:11][C:12]=1[O:13][CH3:14])[N:9]=[CH:8][N:7]=[C:6]2[O:15][C:16]1[CH:22]=[CH:21][C:19]([NH:20][C:27](=[O:33])[O:26][CH2:24][CH:35]2[CH2:38][CH2:37][CH2:36]2)=[CH:18][CH:17]=1, predict the reactants needed to synthesize it. The reactants are: [CH3:1][O:2][C:3]1[CH:4]=[C:5]2[C:10](=[CH:11][C:12]=1[O:13][CH3:14])[N:9]=[CH:8][N:7]=[C:6]2[O:15][C:16]1[CH:22]=[CH:21][C:19]([NH2:20])=[CH:18][CH:17]=1.Cl[C:24](Cl)([O:26][C:27](=[O:33])OC(Cl)(Cl)Cl)Cl.[CH:35]1(CO)[CH2:38][CH2:37][CH2:36]1.C(=O)(O)[O-].[Na+]. (10) Given the product [C:1]1([CH2:7][CH2:8][NH:9][C:21](=[O:22])[C:20]2[CH:24]=[CH:25][CH:26]=[C:18]([F:17])[CH:19]=2)[CH:6]=[CH:5][CH:4]=[CH:3][CH:2]=1, predict the reactants needed to synthesize it. The reactants are: [C:1]1([CH2:7][CH2:8][NH2:9])[CH:6]=[CH:5][CH:4]=[CH:3][CH:2]=1.C(N(CC)CC)C.[F:17][C:18]1[CH:19]=[C:20]([CH:24]=[CH:25][CH:26]=1)[C:21](Cl)=[O:22].